This data is from Peptide-MHC class I binding affinity with 185,985 pairs from IEDB/IMGT. The task is: Regression. Given a peptide amino acid sequence and an MHC pseudo amino acid sequence, predict their binding affinity value. This is MHC class I binding data. (1) The peptide sequence is YQRALHTSI. The MHC is HLA-A01:01 with pseudo-sequence HLA-A01:01. The binding affinity (normalized) is 0.0847. (2) The peptide sequence is SSCIAQDNC. The MHC is Mamu-A70103 with pseudo-sequence Mamu-A70103. The binding affinity (normalized) is 0.0112.